The task is: Predict the reactants needed to synthesize the given product.. This data is from Full USPTO retrosynthesis dataset with 1.9M reactions from patents (1976-2016). (1) Given the product [F:3][C:4]1[CH:12]=[C:11]2[C:7]([CH2:8][CH2:9][CH:10]2[OH:13])=[C:6]([C:14]([F:15])([F:16])[F:17])[CH:5]=1, predict the reactants needed to synthesize it. The reactants are: [BH4-].[Na+].[F:3][C:4]1[CH:12]=[C:11]2[C:7]([CH2:8][CH2:9][C:10]2=[O:13])=[C:6]([C:14]([F:17])([F:16])[F:15])[CH:5]=1.C(OCC)(=O)C.Cl. (2) Given the product [C:1]([O:5][C:6](=[O:7])[NH:8][CH:9]1[CH2:14][CH2:13][CH:12]([C:15](=[O:17])[N:20]([CH3:21])[CH3:19])[CH2:11][CH2:10]1)([CH3:4])([CH3:3])[CH3:2], predict the reactants needed to synthesize it. The reactants are: [C:1]([O:5][C:6]([NH:8][CH:9]1[CH2:14][CH2:13][CH:12]([C:15]([OH:17])=O)[CH2:11][CH2:10]1)=[O:7])([CH3:4])([CH3:3])[CH3:2].C[CH2:19][N:20]=[C:21]=NCCCN(C)C.C1C=CC2N(O)N=NC=2C=1.CNC. (3) Given the product [CH3:1][S:2]([C:5]1[CH:6]=[C:7]([CH:11]=[CH:12][CH:13]=1)[C:8]([N:23]1[CH2:22][CH2:59][CH:58]([C:52]2[CH:51]=[CH:50][C:33]([C:34]([NH:36][C:37]([NH:39][C:40]([O:42][CH2:43][C:44]3[CH:45]=[CH:46][CH:47]=[CH:48][CH:49]=3)=[O:41])=[NH:38])=[O:35])=[CH:32][C:53]=2[C:54]([F:57])([F:56])[F:55])[CH2:25][CH2:24]1)=[O:10])(=[O:3])=[O:4], predict the reactants needed to synthesize it. The reactants are: [CH3:1][S:2]([C:5]1[CH:6]=[C:7]([CH:11]=[CH:12][CH:13]=1)[C:8]([OH:10])=O)(=[O:4])=[O:3].[N:23]1(C(N2[CH:25]=[CH:24][N:23]=[CH:22]2)=O)[CH:24]=[CH:25]N=[CH:22]1.N1CC=C([C:32]2[C:53]([C:54]([F:57])([F:56])[F:55])=[CH:52][CH:51]=[CH:50][C:33]=2[C:34]([NH:36][C:37]([NH:39][C:40]([O:42][CH2:43][C:44]2[CH:49]=[CH:48][CH:47]=[CH:46][CH:45]=2)=[O:41])=[NH:38])=[O:35])CC1.[CH:58](N(CC)C(C)C)(C)[CH3:59]. (4) Given the product [CH3:3][C:4]1[C:9]([CH:10]([CH2:15][CH2:16][CH3:17])[C:11]([OH:13])=[O:12])=[C:8]([C:18]2[CH:23]=[CH:22][C:21]([CH3:24])=[CH:20][CH:19]=2)[N:7]=[C:6]([N:25]2[CH2:30][CH2:29][CH2:28][CH:27]([O:31][C:32]3[CH:37]=[CH:36][CH:35]=[CH:34][CH:33]=3)[CH2:26]2)[N:5]=1, predict the reactants needed to synthesize it. The reactants are: [OH-].[Na+].[CH3:3][C:4]1[C:9]([CH:10]([CH2:15][CH2:16][CH3:17])[C:11]([O:13]C)=[O:12])=[C:8]([C:18]2[CH:23]=[CH:22][C:21]([CH3:24])=[CH:20][CH:19]=2)[N:7]=[C:6]([N:25]2[CH2:30][CH2:29][CH2:28][CH:27]([O:31][C:32]3[CH:37]=[CH:36][CH:35]=[CH:34][CH:33]=3)[CH2:26]2)[N:5]=1. (5) The reactants are: [CH:1]([C:4]1[N:5]=[C:6]([C:9]2[CH:18]=[C:17]([O:19][CH2:20][CH2:21][C@@H:22]3[NH:36][C:35](=[O:37])[N:34]([CH3:38])[CH2:33][CH2:32][CH2:31][CH2:30][CH:29]=[CH:28][C@H:27]4[C@@:25]([C:39]([O:41]CC)=[O:40])([CH2:26]4)[NH:24][C:23]3=[O:44])[C:16]3[C:11](=[C:12]([F:47])[C:13]([O:45][CH3:46])=[CH:14][CH:15]=3)[N:10]=2)[S:7][CH:8]=1)([CH3:3])[CH3:2].C(C1N=C(C2C=C(OCC[C@@H]3NC(=O)N(C)CCCCC=C[C@H]4[C@@](C(O)=O)(C4)NC3=O)C3C(=C(C)C(OC)=CC=3)N=2)SC=1)(C)C. Given the product [CH:1]([C:4]1[N:5]=[C:6]([C:9]2[CH:18]=[C:17]([O:19][CH2:20][CH2:21][C@@H:22]3[NH:36][C:35](=[O:37])[N:34]([CH3:38])[CH2:33][CH2:32][CH2:31][CH2:30][CH:29]=[CH:28][C@H:27]4[C@@:25]([C:39]([OH:41])=[O:40])([CH2:26]4)[NH:24][C:23]3=[O:44])[C:16]3[C:11](=[C:12]([F:47])[C:13]([O:45][CH3:46])=[CH:14][CH:15]=3)[N:10]=2)[S:7][CH:8]=1)([CH3:3])[CH3:2], predict the reactants needed to synthesize it. (6) Given the product [Cl:1][CH2:2][C:3]([C:15]1[CH:20]=[CH:19][C:18]([F:21])=[CH:17][C:16]=1[F:22])([OH:14])[CH:4]([OH:6])[CH3:5], predict the reactants needed to synthesize it. The reactants are: [Cl:1][CH2:2][C:3]([C:15]1[CH:20]=[CH:19][C:18]([F:21])=[CH:17][C:16]=1[F:22])([OH:14])[CH:4]([O:6][Si](C(C)(C)C)(C)C)[CH3:5].[F-].[K+].O.C(OCC)(=O)C.